This data is from Full USPTO retrosynthesis dataset with 1.9M reactions from patents (1976-2016). The task is: Predict the reactants needed to synthesize the given product. (1) Given the product [C:19]([O:23][C:24](=[O:25])[NH:9][CH2:8][C:6]1[CH:5]=[C:4]([Br:10])[C:3]([OH:11])=[C:2]([NH2:1])[CH:7]=1)([CH3:22])([CH3:21])[CH3:20], predict the reactants needed to synthesize it. The reactants are: [NH2:1][C:2]1[CH:7]=[C:6]([CH2:8][NH2:9])[CH:5]=[C:4]([Br:10])[C:3]=1[OH:11].C(N(CC)CC)C.[C:19]([O:23][C:24](O[C:24]([O:23][C:19]([CH3:22])([CH3:21])[CH3:20])=[O:25])=[O:25])([CH3:22])([CH3:21])[CH3:20]. (2) Given the product [Cl:26][CH2:25][CH2:24][CH2:23][CH2:22][N:9]1[CH:8]=[C:7]([C:1]2[CH:2]=[CH:3][CH:4]=[CH:5][CH:6]=2)[CH:12]=[N:11][C:10]1=[O:13], predict the reactants needed to synthesize it. The reactants are: [C:1]1([C:7]2[CH:8]=[N:9][C:10](=[O:13])[NH:11][CH:12]=2)[CH:6]=[CH:5][CH:4]=[CH:3][CH:2]=1.C(N(CC)CC)C.Br[CH2:22][CH2:23][CH2:24][CH2:25][Cl:26].O. (3) Given the product [F:1][C:2]([F:11])([F:10])[C:3]1[C:4](=[O:5])[NH:14][NH:15][C:6](=[O:8])[CH:7]=1, predict the reactants needed to synthesize it. The reactants are: [F:1][C:2]([F:11])([F:10])[C:3]1[C:4](=O)[O:5][C:6](=[O:8])[CH:7]=1.Cl.Cl.[NH2:14][NH2:15]. (4) Given the product [C:1]([NH:4][C:5]([C:8]1[CH:9]=[CH:10][C:11]([C:12]([O:14][CH3:22])=[O:13])=[CH:15][CH:16]=1)([CH3:7])[CH3:6])(=[O:3])[CH3:2], predict the reactants needed to synthesize it. The reactants are: [C:1]([NH:4][C:5]([C:8]1[CH:16]=[CH:15][C:11]([C:12]([OH:14])=[O:13])=[CH:10][CH:9]=1)([CH3:7])[CH3:6])(=[O:3])[CH3:2].S(=O)(=O)(O)O.[CH3:22]O. (5) Given the product [N:12]1[CH:17]=[CH:16][C:15]([C:2]2[S:3][C:4]([C:7]([OH:9])=[O:8])=[CH:5][N:6]=2)=[CH:14][CH:13]=1, predict the reactants needed to synthesize it. The reactants are: Br[C:2]1[S:3][C:4]([C:7]([O:9]CC)=[O:8])=[CH:5][N:6]=1.[N:12]1[CH:17]=[CH:16][C:15](B(O)O)=[CH:14][CH:13]=1.C(=O)([O-])[O-].[K+].[K+].